From a dataset of Full USPTO retrosynthesis dataset with 1.9M reactions from patents (1976-2016). Predict the reactants needed to synthesize the given product. (1) Given the product [N:1]1[CH:6]=[CH:5][CH:4]=[CH:3][C:2]=1[C:7]1[CH:31]=[CH:30][C:10]([CH2:11][N:12]([CH2:13][CH2:14][CH2:15][N:16]([CH2:17][C:18]2[CH:19]=[CH:20][C:21]([C:24]3[CH:29]=[CH:28][CH:27]=[CH:26][N:25]=3)=[CH:22][CH:23]=2)[C:47]([O:46][CH2:45][C:44]2[S:40][CH:41]=[N:42][CH:43]=2)=[O:58])[C:64](=[O:65])[O:66][C:67]([CH3:70])([CH3:69])[CH3:68])=[CH:9][CH:8]=1, predict the reactants needed to synthesize it. The reactants are: [N:1]1[CH:6]=[CH:5][CH:4]=[CH:3][C:2]=1[C:7]1[CH:31]=[CH:30][C:10]([CH2:11][NH:12][CH2:13][CH2:14][CH2:15][NH:16][CH2:17][C:18]2[CH:23]=[CH:22][C:21]([C:24]3[CH:29]=[CH:28][CH:27]=[CH:26][N:25]=3)=[CH:20][CH:19]=2)=[CH:9][CH:8]=1.CCN(CC)CC.Cl.[S:40]1[C:44]([CH2:45][O:46][C:47](=[O:58])OC2C=CC([N+]([O-])=O)=CC=2)=[CH:43][N:42]=[CH:41]1.C([O-])(O)=O.[Na+].[C:64](O[C:64]([O:66][C:67]([CH3:70])([CH3:69])[CH3:68])=[O:65])([O:66][C:67]([CH3:70])([CH3:69])[CH3:68])=[O:65].Cl. (2) Given the product [F:35][CH:34]([F:36])[C:33]([NH:1][CH2:2][CH:3]1[O:7][C:6](=[O:8])[N:5]([C:9]2[CH:14]=[CH:13][C:12]([CH:15]3[CH2:20][CH2:19][CH:18]([OH:21])[CH2:17][CH2:16]3)=[C:11]([F:22])[CH:10]=2)[CH2:4]1)=[S:37], predict the reactants needed to synthesize it. The reactants are: [NH2:1][CH2:2][CH:3]1[O:7][C:6](=[O:8])[N:5]([C:9]2[CH:14]=[CH:13][C:12]([CH:15]3[CH2:20][CH2:19][CH:18]([OH:21])[CH2:17][CH2:16]3)=[C:11]([F:22])[CH:10]=2)[CH2:4]1.C1(C(C2C=CC=CC=2)CCO[C:33](=[S:37])[CH:34]([F:36])[F:35])C=CC=CC=1.C(N(CC)CC)C. (3) Given the product [CH3:1][O:2][C:3]1[CH:8]=[C:7]([C:9]([OH:23])=[O:10])[CH:6]=[CH:5][C:4]=1[C:11]1[CH:16]=[CH:15][CH:14]=[CH:13][C:12]=1[C:17]([F:18])([F:19])[F:20], predict the reactants needed to synthesize it. The reactants are: [CH3:1][O:2][C:3]1[CH:8]=[C:7]([CH:9]=[O:10])[CH:6]=[CH:5][C:4]=1[C:11]1[CH:16]=[CH:15][CH:14]=[CH:13][C:12]=1[C:17]([F:20])([F:19])[F:18].S(=O)(=O)([OH:23])N.Cl([O-])=O.[Na+].CCCCCC. (4) Given the product [Cl:1][C:2]1[CH:10]=[C:9]2[C:5]([C:6]([C:11]([OH:30])=[O:12])=[CH:7][NH:8]2)=[CH:4][C:3]=1[C:13]1[CH:14]=[CH:15][C:16]([C:19]2([OH:23])[CH2:22][CH2:21][CH2:20]2)=[CH:17][CH:18]=1, predict the reactants needed to synthesize it. The reactants are: [Cl:1][C:2]1[CH:10]=[C:9]2[C:5]([C:6]([CH:11]=[O:12])=[CH:7][NH:8]2)=[CH:4][C:3]=1[C:13]1[CH:18]=[CH:17][C:16]([C:19]2([OH:23])[CH2:22][CH2:21][CH2:20]2)=[CH:15][CH:14]=1.CC(=CC)C.Cl([O-])=[O:30].[Na+].O.OP([O-])(O)=O.[Na+].[NH4+].[Cl-]. (5) Given the product [CH3:1][N:2]1[C:10]2[C:5](=[CH:6][CH:7]=[CH:8][CH:9]=2)[C:4]([CH2:11][C:12]([NH:27][C:28]2[S:29][C:30]([N+:33]([O-:35])=[O:34])=[CH:31][N:32]=2)=[O:14])=[CH:3]1, predict the reactants needed to synthesize it. The reactants are: [CH3:1][N:2]1[C:10]2[C:5](=[CH:6][CH:7]=[CH:8][CH:9]=2)[C:4]([CH2:11][C:12]([OH:14])=O)=[CH:3]1.C1N=CN(C(N2C=NC=C2)=O)C=1.[NH2:27][C:28]1[S:29][C:30]([N+:33]([O-:35])=[O:34])=[CH:31][N:32]=1. (6) Given the product [CH2:7]([O:9][C:10]([C:12]1([S:19]([C:22]2[CH:23]=[CH:24][C:25]([O:28][CH2:29][CH2:30][CH2:31][CH3:32])=[CH:26][CH:27]=2)(=[O:20])=[O:21])[CH2:13][CH2:14][N:15]([CH3:18])[CH2:16][CH2:17]1)=[O:11])[CH3:8].[CH3:18][N:15]1[CH2:14][CH2:13][C:12]([S:19]([C:22]2[CH:23]=[CH:24][C:25]([O:28][CH2:29][CH2:30][CH2:31][CH3:32])=[CH:26][CH:27]=2)(=[O:21])=[O:20])([C:10]([OH:11])=[O:9])[CH2:17][CH2:16]1, predict the reactants needed to synthesize it. The reactants are: C(OC(=O)C)C.[CH2:7]([O:9][C:10]([C:12]1([S:19]([C:22]2[CH:27]=[CH:26][C:25]([O:28][CH2:29][CH2:30][CH2:31][CH3:32])=[CH:24][CH:23]=2)(=[O:21])=[O:20])[CH2:17][CH2:16][N:15]([CH3:18])[CH2:14][CH2:13]1)=[O:11])[CH3:8]. (7) The reactants are: Cl[C:2]1[CH:7]=[C:6]([C:8]([F:11])([F:10])[F:9])[N:5]=[C:4]([C:12]2[CH:17]=[C:16]([Cl:18])[N:15]=[C:14]([Cl:19])[CH:13]=2)[N:3]=1.[Cl:20][C:21]1[CH:27]=[CH:26][C:25]([O:28][CH3:29])=[CH:24][C:22]=1[NH2:23]. Given the product [Cl:20][C:21]1[CH:27]=[CH:26][C:25]([O:28][CH3:29])=[CH:24][C:22]=1[NH:23][C:2]1[CH:7]=[C:6]([C:8]([F:11])([F:10])[F:9])[N:5]=[C:4]([C:12]2[CH:17]=[C:16]([Cl:18])[N:15]=[C:14]([Cl:19])[CH:13]=2)[N:3]=1, predict the reactants needed to synthesize it.